This data is from NCI-60 drug combinations with 297,098 pairs across 59 cell lines. The task is: Regression. Given two drug SMILES strings and cell line genomic features, predict the synergy score measuring deviation from expected non-interaction effect. (1) Drug 1: CN1C(=O)N2C=NC(=C2N=N1)C(=O)N. Drug 2: CC1C(C(CC(O1)OC2CC(CC3=C2C(=C4C(=C3O)C(=O)C5=CC=CC=C5C4=O)O)(C(=O)C)O)N)O. Cell line: SK-MEL-5. Synergy scores: CSS=58.3, Synergy_ZIP=-3.54, Synergy_Bliss=-1.50, Synergy_Loewe=1.49, Synergy_HSA=1.76. (2) Drug 1: CNC(=O)C1=CC=CC=C1SC2=CC3=C(C=C2)C(=NN3)C=CC4=CC=CC=N4. Drug 2: CC1=C(C=C(C=C1)NC(=O)C2=CC=C(C=C2)CN3CCN(CC3)C)NC4=NC=CC(=N4)C5=CN=CC=C5. Cell line: SK-MEL-5. Synergy scores: CSS=-10.8, Synergy_ZIP=0.859, Synergy_Bliss=-10.8, Synergy_Loewe=-17.7, Synergy_HSA=-17.1. (3) Drug 1: C1=CC(=CC=C1CCCC(=O)O)N(CCCl)CCCl. Drug 2: C(CC(=O)O)C(=O)CN.Cl. Cell line: MDA-MB-231. Synergy scores: CSS=5.99, Synergy_ZIP=-10.5, Synergy_Bliss=-14.4, Synergy_Loewe=-11.4, Synergy_HSA=-10.4. (4) Drug 1: CN(C)N=NC1=C(NC=N1)C(=O)N. Drug 2: CC1CCC2CC(C(=CC=CC=CC(CC(C(=O)C(C(C(=CC(C(=O)CC(OC(=O)C3CCCCN3C(=O)C(=O)C1(O2)O)C(C)CC4CCC(C(C4)OC)O)C)C)O)OC)C)C)C)OC. Cell line: COLO 205. Synergy scores: CSS=29.5, Synergy_ZIP=-4.56, Synergy_Bliss=5.59, Synergy_Loewe=-15.8, Synergy_HSA=7.07. (5) Drug 1: CC(C1=C(C=CC(=C1Cl)F)Cl)OC2=C(N=CC(=C2)C3=CN(N=C3)C4CCNCC4)N. Drug 2: CC1=C(C=C(C=C1)NC2=NC=CC(=N2)N(C)C3=CC4=NN(C(=C4C=C3)C)C)S(=O)(=O)N.Cl. Cell line: UO-31. Synergy scores: CSS=6.67, Synergy_ZIP=-2.01, Synergy_Bliss=1.78, Synergy_Loewe=0.498, Synergy_HSA=3.67. (6) Drug 1: CC(C1=C(C=CC(=C1Cl)F)Cl)OC2=C(N=CC(=C2)C3=CN(N=C3)C4CCNCC4)N. Drug 2: CC1=C(N=C(N=C1N)C(CC(=O)N)NCC(C(=O)N)N)C(=O)NC(C(C2=CN=CN2)OC3C(C(C(C(O3)CO)O)O)OC4C(C(C(C(O4)CO)O)OC(=O)N)O)C(=O)NC(C)C(C(C)C(=O)NC(C(C)O)C(=O)NCCC5=NC(=CS5)C6=NC(=CS6)C(=O)NCCC[S+](C)C)O. Cell line: HCT116. Synergy scores: CSS=20.2, Synergy_ZIP=-15.4, Synergy_Bliss=-22.0, Synergy_Loewe=-24.8, Synergy_HSA=-19.7.